From a dataset of Full USPTO retrosynthesis dataset with 1.9M reactions from patents (1976-2016). Predict the reactants needed to synthesize the given product. (1) Given the product [OH:66][CH2:5][C@H:6]([N:8]1[C:13]2=[N:14][C:15]([NH:18][C:19]3[CH:20]=[CH:21][CH:22]=[CH:23][CH:24]=3)=[N:16][CH:17]=[C:12]2[CH2:11][N:10]([C:25]2[CH:26]=[CH:27][C:28]([O:31][CH3:32])=[CH:29][CH:30]=2)[C:9]1=[O:33])[CH3:7], predict the reactants needed to synthesize it. The reactants are: C([C:5](C1C=CC=CC=1)(C1C=CC=CC=1)[C@@:6](O[SiH3])([N:8]1[C:13]2=[N:14][C:15]([NH:18][C:19]3[CH:24]=[CH:23][CH:22]=[CH:21][CH:20]=3)=[N:16][CH:17]=[C:12]2[CH2:11][N:10]([C:25]2[CH:30]=[CH:29][C:28]([O:31][CH3:32])=[CH:27][CH:26]=2)[C:9]1=[O:33])[CH3:7])(C)(C)C.[F-].C([N+](CCCC)(CCCC)CCCC)CCC.[O:66]1CCCC1. (2) Given the product [C:12]([C:9]1[CH:10]=[CH:11][C:6]([NH:5][C:3](=[O:4])[CH2:2][N:24]2[CH2:25][CH2:26][CH:21]([CH2:20][C:19]3[CH:18]=[CH:17][C:16]([F:15])=[CH:28][CH:27]=3)[CH2:22][CH2:23]2)=[CH:7][CH:8]=1)#[N:13], predict the reactants needed to synthesize it. The reactants are: Cl[CH2:2][C:3]([NH:5][C:6]1[CH:11]=[CH:10][C:9]([C:12]#[N:13])=[CH:8][CH:7]=1)=[O:4].Cl.[F:15][C:16]1[CH:28]=[CH:27][C:19]([CH2:20][CH:21]2[CH2:26][CH2:25][NH:24][CH2:23][CH2:22]2)=[CH:18][CH:17]=1. (3) Given the product [F:27][C:24]1[CH:25]=[CH:26][C:21]([C@:13]2([CH2:16][C:17]([OH:20])([CH3:19])[CH3:18])[O:12][C:11](=[O:28])[N:10]([C@H:8]([C:5]3[CH:6]=[CH:7][C:2]([C:30]4[CH:35]=[C:34]([CH3:36])[N+:33]([O-:37])=[C:32]([CH3:38])[CH:31]=4)=[CH:3][CH:4]=3)[CH3:9])[CH2:15][CH2:14]2)=[CH:22][CH:23]=1, predict the reactants needed to synthesize it. The reactants are: Br[C:2]1[CH:7]=[CH:6][C:5]([C@@H:8]([N:10]2[CH2:15][CH2:14][C@@:13]([C:21]3[CH:26]=[CH:25][C:24]([F:27])=[CH:23][CH:22]=3)([CH2:16][C:17]([OH:20])([CH3:19])[CH3:18])[O:12][C:11]2=[O:28])[CH3:9])=[CH:4][CH:3]=1.Br[C:30]1[CH:35]=[C:34]([CH3:36])[N+:33]([O-:37])=[C:32]([CH3:38])[CH:31]=1. (4) Given the product [O:41]1[C:37]2[CH:36]=[CH:35][C:34]([C:32]3[N:31]=[C:6]([C:5]4[CH:9]=[CH:10][C:11]([O:12][CH:13]([CH3:15])[CH3:14])=[C:3]([CH:4]=4)[C:1]#[N:2])[O:8][N:33]=3)=[CH:42][C:38]=2[CH:39]=[CH:40]1, predict the reactants needed to synthesize it. The reactants are: [C:1]([C:3]1[CH:4]=[C:5]([CH:9]=[CH:10][C:11]=1[O:12][CH:13]([CH3:15])[CH3:14])[C:6]([OH:8])=O)#[N:2].C1C=CC2N(O)N=NC=2C=1.C(Cl)CCl.O[NH:31][C:32]([C:34]1[CH:35]=[CH:36][C:37]2[O:41][CH:40]=[CH:39][C:38]=2[CH:42]=1)=[NH:33]. (5) Given the product [CH3:15][O:14][C:12]([C:9]1[N:10]=[C:11]2[N:7]([CH2:6][CH2:5][O:4][C:3]3[CH:16]=[C:17]([Cl:20])[CH:18]=[CH:19][C:2]=32)[N:8]=1)=[O:13], predict the reactants needed to synthesize it. The reactants are: Br[C:2]1[CH:19]=[CH:18][C:17]([Cl:20])=[CH:16][C:3]=1[O:4][CH2:5][CH2:6][N:7]1[CH:11]=[N:10][C:9]([C:12]([O:14][CH3:15])=[O:13])=[N:8]1.C(#N)C.C(=O)([O-])[O-].[Cs+].[Cs+]. (6) Given the product [C:1]([C:3]1[CH:8]=[CH:7][C:6]([CH2:9][O:10][C:11]2[N:15]([C:16]3[CH:21]=[C:20]([C:22]([OH:24])=[O:23])[CH:19]=[CH:18][N:17]=3)[N:14]=[CH:13][CH:12]=2)=[CH:5][CH:4]=1)#[N:2], predict the reactants needed to synthesize it. The reactants are: [C:1]([C:3]1[CH:8]=[CH:7][C:6]([CH2:9][O:10][C:11]2[N:15]([C:16]3[CH:21]=[C:20]([C:22]([O:24]C)=[O:23])[CH:19]=[CH:18][N:17]=3)[N:14]=[CH:13][CH:12]=2)=[CH:5][CH:4]=1)#[N:2]. (7) Given the product [S:1]1[C:5]2[CH:6]=[C:7]([N:10]3[CH2:14][CH2:13][N:12]([C:17]4[N:22]5[CH:23]=[CH:24][N:25]=[C:21]5[CH:20]=[N:19][CH:18]=4)[C:11]3=[O:15])[CH:8]=[CH:9][C:4]=2[N:3]=[CH:2]1, predict the reactants needed to synthesize it. The reactants are: [S:1]1[C:5]2[CH:6]=[C:7]([N:10]3[CH2:14][CH2:13][NH:12][C:11]3=[O:15])[CH:8]=[CH:9][C:4]=2[N:3]=[CH:2]1.Cl[C:17]1[N:22]2[CH:23]=[CH:24][N:25]=[C:21]2[CH:20]=[N:19][CH:18]=1.CN[C@@H]1CCCC[C@H]1NC.P([O-])([O-])([O-])=O.[K+].[K+].[K+]. (8) Given the product [N:1]1([CH2:6][C:7]2[CH:42]=[CH:41][C:10]([CH2:11][N:12]3[CH:20]=[C:19]4[C:14]([N:15]=[C:16]([O:39][CH3:40])[N:17]=[C:18]4[NH:21][CH2:22][C:23]4[C:28]([CH3:29])=[N:27][C:26]([NH2:30])=[CH:25][C:24]=4[CH3:38])=[N:13]3)=[CH:9][CH:8]=2)[CH:5]=[CH:4][CH:3]=[N:2]1, predict the reactants needed to synthesize it. The reactants are: [N:1]1([CH2:6][C:7]2[CH:42]=[CH:41][C:10]([CH2:11][N:12]3[CH:20]=[C:19]4[C:14]([N:15]=[C:16]([O:39][CH3:40])[N:17]=[C:18]4[NH:21][CH2:22][C:23]4[C:24]([CH3:38])=[CH:25][C:26]([NH:30]C(=O)OC(C)(C)C)=[N:27][C:28]=4[CH3:29])=[N:13]3)=[CH:9][CH:8]=2)[CH:5]=[CH:4][CH:3]=[N:2]1.Cl. (9) Given the product [O:1]1[C:5]2[CH:6]=[CH:7][C:8]([CH2:10][CH:11]([CH3:18])[CH2:12][C:13]([OH:15])=[O:14])=[CH:9][C:4]=2[O:3][CH2:2]1, predict the reactants needed to synthesize it. The reactants are: [O:1]1[C:5]2[CH:6]=[CH:7][C:8]([CH2:10][CH:11]([CH3:18])[CH2:12][C:13]([O:15]CC)=[O:14])=[CH:9][C:4]=2[O:3][CH2:2]1.Cl.